From a dataset of Catalyst prediction with 721,799 reactions and 888 catalyst types from USPTO. Predict which catalyst facilitates the given reaction. (1) Reactant: P(Cl)(Cl)(Cl)(Cl)[Cl:2].[CH3:7][CH:8]1[CH2:13][CH2:12][N:11]([C:14]2[C:23]3[CH:22]=[N:21][CH:20]=[N:19][C:18]=3[N:17]=[C:16](O)[C:15]=2[C:25]2[C:30]([F:31])=[CH:29][C:28]([F:32])=[CH:27][C:26]=2[F:33])[CH2:10][CH2:9]1.O.C(=O)([O-])[O-].[Na+].[Na+]. Product: [Cl:2][C:16]1[C:15]([C:25]2[C:26]([F:33])=[CH:27][C:28]([F:32])=[CH:29][C:30]=2[F:31])=[C:14]([N:11]2[CH2:10][CH2:9][CH:8]([CH3:7])[CH2:13][CH2:12]2)[C:23]2[CH:22]=[N:21][CH:20]=[N:19][C:18]=2[N:17]=1. The catalyst class is: 286. (2) Reactant: [F:1][C:2]1[CH:3]=[N:4][CH:5]=[C:6]([CH:10]=1)[C:7]([OH:9])=O.[CH3:11][Mg]Br.C1COCC1.C1(C)C=CC=CC=1.Cl. Product: [F:1][C:2]1[CH:10]=[C:6]([C:7](=[O:9])[CH3:11])[CH:5]=[N:4][CH:3]=1. The catalyst class is: 1. (3) Product: [Cl:24][CH:9]([C:10]1[CH:11]=[CH:12][C:13](=[O:19])[N:14]([CH:16]([CH3:18])[CH3:17])[N:15]=1)[C:8]([C:5]1[CH:6]=[CH:7][C:2]([F:1])=[CH:3][CH:4]=1)=[O:20]. The catalyst class is: 4. Reactant: [F:1][C:2]1[CH:7]=[CH:6][C:5]([C:8](=[O:20])[CH2:9][C:10]2[CH:11]=[CH:12][C:13](=[O:19])[N:14]([CH:16]([CH3:18])[CH3:17])[N:15]=2)=[CH:4][CH:3]=1.S(Cl)([Cl:24])(=O)=O. (4) Reactant: [CH3:1][C:2]1[S:6][C:5]([NH:7][C:8]2[CH:13]=[CH:12][CH:11]=[CH:10][N:9]=2)=[N:4][C:3]=1[C:14]1[CH:15]=[N:16][N:17]([CH2:19][C:20]([O:22]CC)=O)[CH:18]=1.[CH3:25][NH2:26]. Product: [CH3:25][NH:26][C:20](=[O:22])[CH2:19][N:17]1[CH:18]=[C:14]([C:3]2[N:4]=[C:5]([NH:7][C:8]3[CH:13]=[CH:12][CH:11]=[CH:10][N:9]=3)[S:6][C:2]=2[CH3:1])[CH:15]=[N:16]1. The catalyst class is: 5. (5) The catalyst class is: 4. Product: [C:1]([O:5][C:6]([N:8]1[CH2:9][CH2:10][CH:11]([NH:14][S:15]([C:18]2[C:27]3[C:22](=[C:23]([C:28](=[O:29])[NH:71][CH:66]4[CH2:67][CH2:68][CH2:69][CH2:70][CH:65]4[CH3:64])[CH:24]=[CH:25][CH:26]=3)[CH:21]=[CH:20][CH:19]=2)(=[O:16])=[O:17])[CH2:12][CH2:13]1)=[O:7])([CH3:4])([CH3:2])[CH3:3]. Reactant: [C:1]([O:5][C:6]([N:8]1[CH2:13][CH2:12][CH:11]([NH:14][S:15]([C:18]2[C:27]3[C:22](=[C:23]([C:28](O)=[O:29])[CH:24]=[CH:25][CH:26]=3)[CH:21]=[CH:20][CH:19]=2)(=[O:17])=[O:16])[CH2:10][CH2:9]1)=[O:7])([CH3:4])([CH3:3])[CH3:2].F[P-](F)(F)(F)(F)F.N1(OC(N(C)C)=[N+](C)C)C2N=CC=CC=2N=N1.C(N(C(C)C)CC)(C)C.[CH3:64][CH:65]1[CH2:70][CH2:69][CH2:68][CH2:67][CH:66]1[NH2:71].